This data is from Forward reaction prediction with 1.9M reactions from USPTO patents (1976-2016). The task is: Predict the product of the given reaction. (1) Given the reactants [CH3:1][O-:2].[Na+].[F:4][C:5]1[C:10](F)=[C:9]([CH:12]=[O:13])[CH:8]=[CH:7][C:6]=1[C:14]1[CH:19]=[CH:18][C:17]([F:20])=[CH:16][CH:15]=1, predict the reaction product. The product is: [F:4][C:5]1[C:10]([O:2][CH3:1])=[C:9]([CH:12]=[O:13])[CH:8]=[CH:7][C:6]=1[C:14]1[CH:19]=[CH:18][C:17]([F:20])=[CH:16][CH:15]=1. (2) Given the reactants C[O:2][C:3]([C:5]1[C:9]([NH:10][C:11](=[O:15])[CH:12](Cl)[CH3:13])=[CH:8][S:7][CH:6]=1)=[O:4].[F:16][C:17]1[CH:22]=[CH:21][C:20]([C:23]2[CH:28]=[CH:27][C:26]([OH:29])=[CH:25][CH:24]=2)=[CH:19][CH:18]=1, predict the reaction product. The product is: [F:16][C:17]1[CH:18]=[CH:19][C:20]([C:23]2[CH:28]=[CH:27][C:26]([O:29][CH:12]([CH3:13])[C:11]([NH:10][C:9]3[C:5]([C:3]([OH:2])=[O:4])=[CH:6][S:7][CH:8]=3)=[O:15])=[CH:25][CH:24]=2)=[CH:21][CH:22]=1. (3) Given the reactants [CH2:1]([N:7]1[CH:11]=[CH:10][N:9]=[CH:8]1)[CH2:2][CH2:3][CH2:4][CH2:5][CH3:6].[F:12][C:13]([F:34])([F:33])[C:14]([F:32])([F:31])[C:15]([F:30])([F:29])[C:16]([F:28])([F:27])[C:17]([F:26])([F:25])[C:18]([F:24])([F:23])[CH2:19][CH2:20][CH2:21][I:22], predict the reaction product. The product is: [I-:22].[CH2:1]([NH+:7]1[CH:11]=[CH:10][N:9]([CH2:21][CH2:20][CH2:19][C:18]([F:23])([F:24])[C:17]([F:25])([F:26])[C:16]([F:27])([F:28])[C:15]([F:29])([F:30])[C:14]([F:31])([F:32])[C:13]([F:34])([F:33])[F:12])[CH2:8]1)[CH2:2][CH2:3][CH2:4][CH2:5][CH3:6]. (4) Given the reactants [NH2:1][C:2]1[CH:10]=[CH:9][CH:8]=[C:7]2[C:3]=1[C:4](=[O:20])[N:5]([CH:12]1[CH2:17][CH2:16][C:15](=[O:18])[NH:14][C:13]1=[O:19])[C:6]2=[O:11].[F:21][C:22]([F:33])([F:32])[C:23]1[CH:24]=[C:25]([CH:29]=[CH:30][CH:31]=1)[C:26](Cl)=[O:27].CO, predict the reaction product. The product is: [O:19]=[C:13]1[CH:12]([N:5]2[C:4](=[O:20])[C:3]3[C:7](=[CH:8][CH:9]=[CH:10][C:2]=3[NH:1][C:26](=[O:27])[C:25]3[CH:29]=[CH:30][CH:31]=[C:23]([C:22]([F:21])([F:32])[F:33])[CH:24]=3)[C:6]2=[O:11])[CH2:17][CH2:16][C:15](=[O:18])[NH:14]1. (5) Given the reactants [N:1]1[C:14]2[C:13]3[C:8](=[CH:9][CH:10]=[CH:11][N:12]=3)[C:7]3[CH:15]=[CH:16][CH:17]=[CH:18][C:6]=3[C:5]=2[CH:4]=[CH:3][CH:2]=1.[CH3:19][I:20], predict the reaction product. The product is: [I-:20].[CH3:19][N+:1]1[C:14]2[C:13]3[C:8](=[CH:9][CH:10]=[CH:11][N:12]=3)[C:7]3[CH:15]=[CH:16][CH:17]=[CH:18][C:6]=3[C:5]=2[CH:4]=[CH:3][CH:2]=1. (6) Given the reactants [Cl:1][C:2]1[CH:8]=[C:7]([N+:9]([O-:11])=[O:10])[C:5]([NH2:6])=[C:4]([F:12])[C:3]=1F.[CH2:14]([N:16]1[CH2:21][CH2:20][NH:19][CH2:18][CH2:17]1)[CH3:15].C(=O)([O-])[O-].[K+].[K+].O, predict the reaction product. The product is: [Cl:1][C:2]1[CH:8]=[C:7]([N+:9]([O-:11])=[O:10])[C:5]([NH2:6])=[C:4]([F:12])[C:3]=1[N:19]1[CH2:20][CH2:21][N:16]([CH2:14][CH3:15])[CH2:17][CH2:18]1. (7) Given the reactants C[Si]([N-][Si](C)(C)C)(C)C.[K+].[C:11]1([C:29]2[CH:34]=[CH:33][CH:32]=[CH:31][CH:30]=2)[CH:16]=[CH:15][C:14]([O:17][CH2:18][CH2:19][CH2:20][CH2:21][CH2:22][CH2:23][C:24]([O:26][CH2:27][CH3:28])=[O:25])=[CH:13][CH:12]=1.C1(S(N2C(C3C=CC=CC=3)O2)(=O)=[O:42])C=CC=CC=1, predict the reaction product. The product is: [C:11]1([C:29]2[CH:30]=[CH:31][CH:32]=[CH:33][CH:34]=2)[CH:16]=[CH:15][C:14]([O:17][CH2:18][CH2:19][CH2:20][CH2:21][CH2:22][CH:23]([OH:42])[C:24]([O:26][CH2:27][CH3:28])=[O:25])=[CH:13][CH:12]=1. (8) Given the reactants [Cl:1][C:2]1[CH:7]=[C:6]([N+:8]([O-])=O)[CH:5]=[CH:4][C:3]=1[C:11]#[C:12][C:13]([CH3:16])([CH3:15])[CH3:14].[Cl-].[NH4+], predict the reaction product. The product is: [Cl:1][C:2]1[CH:7]=[C:6]([CH:5]=[CH:4][C:3]=1[C:11]#[C:12][C:13]([CH3:16])([CH3:15])[CH3:14])[NH2:8]. (9) Given the reactants [CH3:1][N:2]1[CH2:7][CH2:6][CH:5]([CH2:8][OH:9])[CH2:4][CH2:3]1.[CH:10]1([N:15]=[C:16]=[O:17])[CH2:14][CH2:13][CH2:12][CH2:11]1.[ClH:18].CCOCC, predict the reaction product. The product is: [ClH:18].[CH:10]1([NH:15][C:16](=[O:17])[O:9][CH2:8][CH:5]2[CH2:6][CH2:7][N:2]([CH3:1])[CH2:3][CH2:4]2)[CH2:14][CH2:13][CH2:12][CH2:11]1. (10) Given the reactants [OH:1][CH2:2][CH2:3][CH2:4][C:5]1[C:13]2[C:8](=[CH:9][CH:10]=[C:11]([C:14]([OH:16])=O)[CH:12]=2)[NH:7][CH:6]=1.C(N(CC)CC)C.[CH2:24]([NH2:31])[C:25]1[CH:30]=[CH:29][CH:28]=[CH:27][CH:26]=1.[I-].[Cl:33][C:34]1C=CC=C[N+]=1C.[ClH:41], predict the reaction product. The product is: [CH2:34]([Cl:33])[Cl:41].[CH3:2][OH:1].[NH4+:7].[OH-:1].[OH:1][CH2:2][CH2:3][CH2:4][C:5]1[C:13]2[C:8](=[CH:9][CH:10]=[C:11]([C:14]([NH:31][CH2:24][C:25]3[CH:30]=[CH:29][CH:28]=[CH:27][CH:26]=3)=[O:16])[CH:12]=2)[NH:7][CH:6]=1.